From a dataset of Catalyst prediction with 721,799 reactions and 888 catalyst types from USPTO. Predict which catalyst facilitates the given reaction. Reactant: C[Si](Cl)(C)C.Br[CH2:7][C:8]([O:10][CH2:11][CH3:12])=[O:9].[CH3:13][O:14][C:15]1[CH:22]=[C:21]([O:23][CH:24]2[CH2:29][CH2:28][CH2:27][CH2:26][O:25]2)[CH:20]=[C:19]([B:30]2[O:34][C:33](C)(C)C(C)(C)[O:31]2)[C:16]=1C=O. Product: [CH2:11]([O:10][C:8](=[O:9])[CH2:7][CH:33]1[O:34][B:30]([OH:31])[C:19]2[CH:20]=[C:21]([O:23][CH:24]3[CH2:29][CH2:28][CH2:27][CH2:26][O:25]3)[CH:22]=[C:15]([O:14][CH3:13])[C:16]1=2)[CH3:12]. The catalyst class is: 324.